Dataset: NCI-60 drug combinations with 297,098 pairs across 59 cell lines. Task: Regression. Given two drug SMILES strings and cell line genomic features, predict the synergy score measuring deviation from expected non-interaction effect. (1) Drug 1: C1=CC=C(C(=C1)C(C2=CC=C(C=C2)Cl)C(Cl)Cl)Cl. Drug 2: C#CCC(CC1=CN=C2C(=N1)C(=NC(=N2)N)N)C3=CC=C(C=C3)C(=O)NC(CCC(=O)O)C(=O)O. Cell line: K-562. Synergy scores: CSS=14.4, Synergy_ZIP=6.73, Synergy_Bliss=9.84, Synergy_Loewe=-20.5, Synergy_HSA=-1.38. (2) Drug 2: CCC1(CC2CC(C3=C(CCN(C2)C1)C4=CC=CC=C4N3)(C5=C(C=C6C(=C5)C78CCN9C7C(C=CC9)(C(C(C8N6C)(C(=O)OC)O)OC(=O)C)CC)OC)C(=O)OC)O.OS(=O)(=O)O. Drug 1: CCCS(=O)(=O)NC1=C(C(=C(C=C1)F)C(=O)C2=CNC3=C2C=C(C=N3)C4=CC=C(C=C4)Cl)F. Synergy scores: CSS=25.1, Synergy_ZIP=3.61, Synergy_Bliss=7.23, Synergy_Loewe=-18.3, Synergy_HSA=5.91. Cell line: T-47D. (3) Drug 1: CC1=C2C(C(=O)C3(C(CC4C(C3C(C(C2(C)C)(CC1OC(=O)C(C(C5=CC=CC=C5)NC(=O)OC(C)(C)C)O)O)OC(=O)C6=CC=CC=C6)(CO4)OC(=O)C)OC)C)OC. Drug 2: C(CC(=O)O)C(=O)CN.Cl. Cell line: SK-OV-3. Synergy scores: CSS=38.2, Synergy_ZIP=-1.76, Synergy_Bliss=-1.09, Synergy_Loewe=-7.12, Synergy_HSA=0.374. (4) Drug 1: CCCS(=O)(=O)NC1=C(C(=C(C=C1)F)C(=O)C2=CNC3=C2C=C(C=N3)C4=CC=C(C=C4)Cl)F. Drug 2: CC1=CC2C(CCC3(C2CCC3(C(=O)C)OC(=O)C)C)C4(C1=CC(=O)CC4)C. Cell line: T-47D. Synergy scores: CSS=21.9, Synergy_ZIP=3.34, Synergy_Bliss=7.43, Synergy_Loewe=6.92, Synergy_HSA=7.32. (5) Drug 1: CCN(CC)CCNC(=O)C1=C(NC(=C1C)C=C2C3=C(C=CC(=C3)F)NC2=O)C. Drug 2: C1CN(P(=O)(OC1)NCCCl)CCCl. Cell line: RPMI-8226. Synergy scores: CSS=20.9, Synergy_ZIP=-3.44, Synergy_Bliss=-1.14, Synergy_Loewe=-2.82, Synergy_HSA=-1.26. (6) Drug 1: CC(C1=C(C=CC(=C1Cl)F)Cl)OC2=C(N=CC(=C2)C3=CN(N=C3)C4CCNCC4)N. Drug 2: C1C(C(OC1N2C=NC3=C(N=C(N=C32)Cl)N)CO)O. Cell line: UO-31. Synergy scores: CSS=10.0, Synergy_ZIP=-2.56, Synergy_Bliss=0.483, Synergy_Loewe=2.17, Synergy_HSA=2.36. (7) Drug 1: CN1CCC(CC1)COC2=C(C=C3C(=C2)N=CN=C3NC4=C(C=C(C=C4)Br)F)OC. Drug 2: CN(C)N=NC1=C(NC=N1)C(=O)N. Cell line: PC-3. Synergy scores: CSS=4.23, Synergy_ZIP=-3.62, Synergy_Bliss=-0.365, Synergy_Loewe=-7.96, Synergy_HSA=-1.37. (8) Drug 1: CC1=C2C(C(=O)C3(C(CC4C(C3C(C(C2(C)C)(CC1OC(=O)C(C(C5=CC=CC=C5)NC(=O)OC(C)(C)C)O)O)OC(=O)C6=CC=CC=C6)(CO4)OC(=O)C)OC)C)OC. Drug 2: COCCOC1=C(C=C2C(=C1)C(=NC=N2)NC3=CC=CC(=C3)C#C)OCCOC.Cl. Cell line: RPMI-8226. Synergy scores: CSS=65.7, Synergy_ZIP=6.56, Synergy_Bliss=6.17, Synergy_Loewe=-16.5, Synergy_HSA=6.20. (9) Drug 1: CC1=CC2C(CCC3(C2CCC3(C(=O)C)OC(=O)C)C)C4(C1=CC(=O)CC4)C. Drug 2: CC1=C(C(CCC1)(C)C)C=CC(=CC=CC(=CC(=O)O)C)C. Cell line: SNB-75. Synergy scores: CSS=3.82, Synergy_ZIP=-0.124, Synergy_Bliss=4.09, Synergy_Loewe=-3.72, Synergy_HSA=-1.07. (10) Drug 1: C1CC(=O)NC(=O)C1N2CC3=C(C2=O)C=CC=C3N. Drug 2: CN1C(=O)N2C=NC(=C2N=N1)C(=O)N. Cell line: CAKI-1. Synergy scores: CSS=-0.0895, Synergy_ZIP=-1.16, Synergy_Bliss=-1.93, Synergy_Loewe=-4.77, Synergy_HSA=-3.40.